Dataset: Full USPTO retrosynthesis dataset with 1.9M reactions from patents (1976-2016). Task: Predict the reactants needed to synthesize the given product. (1) Given the product [CH3:15][O:16][C:17]1[CH:22]=[CH:21][C:20]([NH:23][C:2]2[CH:3]=[C:4]([CH:9]=[CH:10][C:11]=2[N+:12]([O-:14])=[O:13])[C:5]([O:7][CH3:8])=[O:6])=[CH:19][CH:18]=1, predict the reactants needed to synthesize it. The reactants are: F[C:2]1[CH:3]=[C:4]([CH:9]=[CH:10][C:11]=1[N+:12]([O-:14])=[O:13])[C:5]([O:7][CH3:8])=[O:6].[CH3:15][O:16][C:17]1[CH:22]=[CH:21][C:20]([NH2:23])=[CH:19][CH:18]=1. (2) Given the product [NH2:16][C:11]1[N:10]=[C:9]([NH2:17])[C:8]([C:5]2[CH:4]=[CH:3][C:2]([NH:1][C:24]([CH:20]3[C:21]([CH3:22])([CH3:23])[C:19]3([CH3:18])[CH3:27])=[O:26])=[CH:7][CH:6]=2)=[C:13]([CH2:14][O:47][CH2:30][C:31]2[CH:36]=[CH:35][CH:34]=[CH:33][CH:32]=2)[N:12]=1, predict the reactants needed to synthesize it. The reactants are: [NH2:1][C:2]1[CH:7]=[CH:6][C:5]([C:8]2[C:9]([NH2:17])=[N:10][C:11]([NH2:16])=[N:12][C:13]=2[CH2:14]C)=[CH:4][CH:3]=1.[CH3:18][C:19]1([CH3:27])[C:21]([CH3:23])([CH3:22])[CH:20]1[C:24]([OH:26])=O.C1[C:36]2[C:31](=[CH:32][CH:33]=[CH:34][CH:35]=2)[CH2:30]C1C(O)=O.CN(C([O:47]N1N=NC2C=CC=NC1=2)=[N+](C)C)C.F[P-](F)(F)(F)(F)F.CN(C(ON1N=NC2C=CC=CC1=2)=[N+](C)C)C.[B-](F)(F)(F)F. (3) The reactants are: [C:1]([C:3]1[C:4]([CH3:28])=[C:5]([C@H:11]2[O:16][CH2:15][C@@H:14]3[CH2:17][N:18]([C:21]([O:23][C:24]([CH3:27])([CH3:26])[CH3:25])=[O:22])[CH2:19][CH2:20][N:13]3[CH2:12]2)[CH:6]=[C:7]([CH3:10])[C:8]=1[F:9])#[N:2].FC1C(C#N)=C(C)C([C@H]2OC[C@H]3CNCCN3C2)=CC=1. Given the product [C:1]([C:3]1[C:4]([CH3:28])=[C:5]([C@H:11]2[O:16][CH2:15][C@H:14]3[CH2:17][N:18]([C:21]([O:23][C:24]([CH3:26])([CH3:25])[CH3:27])=[O:22])[CH2:19][CH2:20][N:13]3[CH2:12]2)[CH:6]=[C:7]([CH3:10])[C:8]=1[F:9])#[N:2], predict the reactants needed to synthesize it. (4) The reactants are: [Cl:1][C:2]1[CH:7]=[C:6]2[NH:8][C:9](=[O:38])[C:10]3([CH:15]([C:16]4[CH:21]=[CH:20][CH:19]=[C:18]([Cl:22])[CH:17]=4)[CH2:14][C:13](=[O:23])[NH:12][CH:11]3[C:24]3[CH:29]=[C:28]([I:30])[CH:27]=[CH:26][C:25]=3[O:31][CH:32]3[CH2:37][CH2:36][NH:35][CH2:34][CH2:33]3)[C:5]2=[CH:4][CH:3]=1.C(N(CC)CC)C.Br[CH2:47][CH2:48][OH:49]. Given the product [Cl:1][C:2]1[CH:7]=[C:6]2[NH:8][C:9](=[O:38])[C:10]3([CH:15]([C:16]4[CH:21]=[CH:20][CH:19]=[C:18]([Cl:22])[CH:17]=4)[CH2:14][C:13](=[O:23])[NH:12][CH:11]3[C:24]3[CH:29]=[C:28]([I:30])[CH:27]=[CH:26][C:25]=3[O:31][CH:32]3[CH2:33][CH2:34][N:35]([CH2:47][CH2:48][OH:49])[CH2:36][CH2:37]3)[C:5]2=[CH:4][CH:3]=1, predict the reactants needed to synthesize it. (5) Given the product [CH:1]([NH:3][CH2:4][C:5]([NH:14][CH2:11][CH2:10][C:9]1[CH:8]=[CH:40][C:44]([O:43][CH:42]([CH3:41])[CH3:23])=[C:38]([O:37][CH3:36])[CH:39]=1)=[O:7])=[O:2], predict the reactants needed to synthesize it. The reactants are: [CH:1]([NH:3][CH2:4][C:5]([OH:7])=O)=[O:2].[CH2:8]1CC[CH:11]([N:14]=C=[N:14][CH:11]2CC[CH2:8][CH2:9][CH2:10]2)[CH2:10][CH2:9]1.[CH:23]1C=CC2N(O)N=NC=2C=1.CN1[CH2:39][CH2:38][O:37][CH2:36]C1.[CH2:40]1[CH2:44][O:43][CH2:42][CH2:41]1.